This data is from Full USPTO retrosynthesis dataset with 1.9M reactions from patents (1976-2016). The task is: Predict the reactants needed to synthesize the given product. (1) Given the product [CH3:52][O:53][O:8][CH2:9][C@H:10]([O:22][CH2:23][CH2:24][O:25][CH:26]1[CH2:31][CH2:30][CH2:29][CH2:28][O:27]1)[CH:11]([CH2:15][C:16]1[CH:17]=[CH:18][CH:19]=[CH:20][CH:21]=1)[OH:12], predict the reactants needed to synthesize it. The reactants are: [Si]([O:8][CH2:9][C@H:10]([O:22][CH2:23][CH2:24][O:25][CH:26]1[CH2:31][CH2:30][CH2:29][CH2:28][O:27]1)[CH:11]([CH2:15][C:16]1[CH:21]=[CH:20][CH:19]=[CH:18][CH:17]=1)[O:12]OC)(C(C)(C)C)(C)C.CCCC[N+](CCCC)(CCCC)CCCC.[F-].C1C[O:53][CH2:52]C1. (2) Given the product [C:1]1([N:7]([C:15]2[CH:20]=[C:19]([CH3:29])[CH:18]=[CH:17][CH:16]=2)[C:8]2[CH:13]=[CH:12][C:11]([NH:14][C:22]3[CH:23]=[CH:24][CH:25]=[CH:26][CH:27]=3)=[CH:10][CH:9]=2)[CH:6]=[CH:5][CH:4]=[CH:3][CH:2]=1, predict the reactants needed to synthesize it. The reactants are: [C:1]1([N:7]([C:15]2[CH:20]=[CH:19][CH:18]=[CH:17][CH:16]=2)[C:8]2[CH:13]=[CH:12][C:11]([NH2:14])=[CH:10][CH:9]=2)[CH:6]=[CH:5][CH:4]=[CH:3][CH:2]=1.I[C:22]1[CH:23]=[C:24](C)[CH:25]=[CH:26][CH:27]=1.[C:29](=O)([O-])[O-].[K+].[K+]. (3) Given the product [CH3:1][O:2][C:3]1[CH:4]=[C:5]([CH:21]=[CH:22][C:23]=1[O:24][CH2:25][C:26]1[N:27]=[C:28]([C:32]2[CH:33]=[CH:34][CH:35]=[CH:36][CH:37]=2)[O:29][C:30]=1[CH3:31])[CH2:6][O:7][C:8]1[CH:12]=[C:11](/[CH:13]=[CH:46]/[C:47]([O:49][CH2:50][CH3:51])=[O:48])[N:10]([C:15]2[CH:16]=[CH:17][CH:18]=[CH:19][CH:20]=2)[N:9]=1, predict the reactants needed to synthesize it. The reactants are: [CH3:1][O:2][C:3]1[CH:4]=[C:5]([CH:21]=[CH:22][C:23]=1[O:24][CH2:25][C:26]1[N:27]=[C:28]([C:32]2[CH:37]=[CH:36][CH:35]=[CH:34][CH:33]=2)[O:29][C:30]=1[CH3:31])[CH2:6][O:7][C:8]1[CH:12]=[C:11]([CH:13]=O)[N:10]([C:15]2[CH:20]=[CH:19][CH:18]=[CH:17][CH:16]=2)[N:9]=1.C(OP([CH2:46][C:47]([O:49][CH2:50][CH3:51])=[O:48])(OCC)=O)C.CN(C)C=O.[H-].[Na+]. (4) Given the product [F:1][C:2]1[CH:7]=[CH:6][C:5]([CH3:8])=[CH:4][C:3]=1[NH:9][C:10]1[N:15]2[N:16]=[CH:17][C:18]([C:19]([NH:42][S:39]([CH:36]3[CH2:38][CH2:37]3)(=[O:41])=[O:40])=[O:21])=[C:14]2[N:13]=[CH:12][C:11]=1[C:22]([N:24]1[CH2:29][CH2:28][CH:27]([C:30]2[CH:31]=[CH:32][CH:33]=[CH:34][CH:35]=2)[CH2:26][CH2:25]1)=[O:23], predict the reactants needed to synthesize it. The reactants are: [F:1][C:2]1[CH:7]=[CH:6][C:5]([CH3:8])=[CH:4][C:3]=1[NH:9][C:10]1[N:15]2[N:16]=[CH:17][C:18]([C:19]([OH:21])=O)=[C:14]2[N:13]=[CH:12][C:11]=1[C:22]([N:24]1[CH2:29][CH2:28][CH:27]([C:30]2[CH:35]=[CH:34][CH:33]=[CH:32][CH:31]=2)[CH2:26][CH2:25]1)=[O:23].[CH:36]1([S:39]([NH2:42])(=[O:41])=[O:40])[CH2:38][CH2:37]1. (5) Given the product [Br:1][C:2]1[CH:8]=[CH:7][C:5]([NH2:6])=[C:4]([C:11]#[C:10][C:12]2[CH:17]=[CH:16][CH:15]=[CH:14][C:13]=2[O:18][CH3:19])[CH:3]=1, predict the reactants needed to synthesize it. The reactants are: [Br:1][C:2]1[CH:8]=[CH:7][C:5]([NH2:6])=[C:4](I)[CH:3]=1.[C:10]([C:12]1[CH:17]=[CH:16][CH:15]=[CH:14][C:13]=1[O:18][CH3:19])#[CH:11].